This data is from CYP1A2 inhibition data for predicting drug metabolism from PubChem BioAssay. The task is: Regression/Classification. Given a drug SMILES string, predict its absorption, distribution, metabolism, or excretion properties. Task type varies by dataset: regression for continuous measurements (e.g., permeability, clearance, half-life) or binary classification for categorical outcomes (e.g., BBB penetration, CYP inhibition). Dataset: cyp1a2_veith. The molecule is CN(C)Cc1ccccc1-c1cncnc1Nc1ccccc1. The result is 1 (inhibitor).